From a dataset of Experimentally validated miRNA-target interactions with 360,000+ pairs, plus equal number of negative samples. Binary Classification. Given a miRNA mature sequence and a target amino acid sequence, predict their likelihood of interaction. (1) The miRNA is mmu-miR-434-5p with sequence GCUCGACUCAUGGUUUGAACCA. The protein sequence of the target gene is MLRTSVLRLLGRTGASRLSLLEDFGPRYYSSGSLSAGDDACDVRAYFTTPIFYVNAAPHIGHLYSALLADALCRHRRLRGPSTAATRFSTGTDEHGLKIQQAAATAGLAPTELCDRVSEQFQQLFQEAGISCTDFIRTTEARHRVAVQHFWGVLKSRGLLYKGVYEGWYCASDECFLPEAKVTQQPGPSGDSFPVSLESGHPVSWTKEENYIFRLSQFRKPLQRWLRGNPQAITPEPFHHVVLQWLDEELPDLSVSRRSSHLHWGIPVPGDDSQTIYVWLDALVNYLTVIGYPNAEFKSW.... Result: 0 (no interaction). (2) Result: 1 (interaction). The protein sequence of the target gene is MKPLLLLVAVALGLATVVSVVSAGPEAIECWFVEDAGGGGLSKKPATLLLRHGPRGPPPRPDLDPKLYFKVDDPAGMLLAAFRRYPAGASAPHCEMSRFIPFPASAKWARSLSPEQNCPRALDGDWLLVSVSSTLFSLSSLLRPQPEPLREPVVITMATVVLTVLTHNPAPRVQLGKDAVLDLRFAYAPSALEGSPSLDAGPPPFGLEWRRQHRGKGHLLLAATPGLAGRMPPAQEKATAFAAWDDDEPWGPWTGNGTFWLPAVKPSQEGVYLATVHLPYLQGQVSLELTVHKAPRVSLT.... The miRNA is mmu-miR-3474 with sequence CCCUGGGAGGAGACGUGGAUUC.